Dataset: Full USPTO retrosynthesis dataset with 1.9M reactions from patents (1976-2016). Task: Predict the reactants needed to synthesize the given product. (1) Given the product [C:14]([OH:35])(=[O:34])[CH2:15][CH2:16][CH2:17]/[CH:18]=[CH:19]\[CH2:20]/[CH:21]=[CH:22]\[CH2:23]/[CH:24]=[CH:25]\[CH2:26]/[CH:27]=[CH:28]\[CH2:29]/[CH:30]=[CH:31]\[CH2:32][CH3:33].[CH3:1][NH:2][CH2:3][C@@H:4]([C@H:6]([C@@H:8]([C@@H:10]([CH2:12][OH:13])[OH:11])[OH:9])[OH:7])[OH:5], predict the reactants needed to synthesize it. The reactants are: [CH3:1][NH:2][CH2:3][C@@H:4]([C@H:6]([C@@H:8]([C@@H:10]([CH2:12][OH:13])[OH:11])[OH:9])[OH:7])[OH:5].[C:14]([OH:35])(=[O:34])[CH2:15][CH2:16][CH2:17]/[CH:18]=[CH:19]\[CH2:20]/[CH:21]=[CH:22]\[CH2:23]/[CH:24]=[CH:25]\[CH2:26]/[CH:27]=[CH:28]\[CH2:29]/[CH:30]=[CH:31]\[CH2:32][CH3:33]. (2) Given the product [CH:21]([C:19]1[O:18][N:17]=[C:16]([CH:13]2[CH2:14][CH2:15][N:10]([C:5]3[N:4]=[CH:3][C:2]([B:29]4[O:33][C:32]([CH3:35])([CH3:34])[C:31]([CH3:37])([CH3:36])[O:30]4)=[CH:9][C:6]=3[C:7]#[N:8])[CH2:11][CH2:12]2)[N:20]=1)([CH3:23])[CH3:22], predict the reactants needed to synthesize it. The reactants are: Br[C:2]1[CH:3]=[N:4][C:5]([N:10]2[CH2:15][CH2:14][CH:13]([C:16]3[N:20]=[C:19]([CH:21]([CH3:23])[CH3:22])[O:18][N:17]=3)[CH2:12][CH2:11]2)=[C:6]([CH:9]=1)[C:7]#[N:8].C([O-])(=O)C.[K+].[B:29]1([B:29]2[O:33][C:32]([CH3:35])([CH3:34])[C:31]([CH3:37])([CH3:36])[O:30]2)[O:33][C:32]([CH3:35])([CH3:34])[C:31]([CH3:37])([CH3:36])[O:30]1. (3) Given the product [Br:26][CH:11]([C:12]1[CH:17]=[CH:16][C:15]([C:18](=[O:23])[C:19]([Cl:22])([CH3:20])[CH3:21])=[CH:14][CH:13]=1)[C:8]1[CH:7]=[CH:6][C:5]([C:3](=[O:4])[C:2]([Cl:1])([CH3:25])[CH3:24])=[CH:10][CH:9]=1, predict the reactants needed to synthesize it. The reactants are: [Cl:1][C:2]([CH3:25])([CH3:24])[C:3]([C:5]1[CH:10]=[CH:9][C:8]([CH2:11][C:12]2[CH:17]=[CH:16][C:15]([C:18](=[O:23])[C:19]([Cl:22])([CH3:21])[CH3:20])=[CH:14][CH:13]=2)=[CH:7][CH:6]=1)=[O:4].[Br:26]Br. (4) Given the product [ClH:11].[N:21]1[C:30]2[C:25](=[CH:26][C:27]([NH:31][C:9]([CH:3]3[CH:4]4[CH2:7][CH2:8][N:1]([CH2:6][CH2:5]4)[CH2:2]3)=[O:10])=[CH:28][CH:29]=2)[N:24]=[CH:23][CH:22]=1, predict the reactants needed to synthesize it. The reactants are: [N:1]12[CH2:8][CH2:7][CH:4]([CH2:5][CH2:6]1)[CH:3]([C:9]([Cl:11])=[O:10])[CH2:2]2.C(N(CC)C(C)C)(C)C.[N:21]1[C:30]2[C:25](=[CH:26][C:27]([NH2:31])=[CH:28][CH:29]=2)[N:24]=[CH:23][CH:22]=1.